This data is from Full USPTO retrosynthesis dataset with 1.9M reactions from patents (1976-2016). The task is: Predict the reactants needed to synthesize the given product. Given the product [NH2:5][C@H:9]([C:22]([NH:24][CH2:25][C@@H:26]([NH:38][C:39]([O:41][C:42]([CH3:44])([CH3:45])[CH3:43])=[O:40])[CH2:27][CH2:28][CH2:29][NH:30][C:31]([O:33][C:34]([CH3:37])([CH3:35])[CH3:36])=[O:32])=[O:23])[CH2:10][NH:11][C:12](=[O:21])[O:13][C:34]([CH3:37])([CH3:36])[CH3:35], predict the reactants needed to synthesize it. The reactants are: C([N:5]([C@H:9]([C:22]([NH:24][CH2:25][C@@H:26]([NH:38][C:39]([O:41][C:42]([CH3:45])([CH3:44])[CH3:43])=[O:40])[CH2:27][CH2:28][CH2:29][NH:30][C:31]([O:33][C:34]([CH3:37])([CH3:36])[CH3:35])=[O:32])=[O:23])[CH2:10][NH:11][C:12](=[O:21])[O:13]CC1C=CC=CC=1)C(=O)[O-])(C)(C)C.